Dataset: Forward reaction prediction with 1.9M reactions from USPTO patents (1976-2016). Task: Predict the product of the given reaction. (1) Given the reactants [S:1]1[CH:5]=[CH:4][CH:3]=[C:2]1[CH2:6][NH2:7].[CH:8]([O:11][C:12]1[CH:17]=[CH:16][C:15]([N:18]=[C:19]=[S:20])=[CH:14][CH:13]=1)([CH3:10])[CH3:9], predict the reaction product. The product is: [CH:8]([O:11][C:12]1[CH:17]=[CH:16][C:15]([NH:18][C:19]([NH:7][CH2:6][C:2]2[S:1][CH:5]=[CH:4][CH:3]=2)=[S:20])=[CH:14][CH:13]=1)([CH3:10])[CH3:9]. (2) Given the reactants [F:1][C:2]([F:21])([C:14]1[CH:19]=[CH:18][C:17]([F:20])=[CH:16][N:15]=1)[C:3]1[N:12]=[C:11](O)[C:10]2[C:5](=[CH:6][CH:7]=[CH:8][CH:9]=2)[N:4]=1.P(Cl)(Cl)(Cl)=O.[CH3:27][C:28]1[NH:32][N:31]=[C:30]([NH2:33])[CH:29]=1.CCN(C(C)C)C(C)C.[I-].[K+], predict the reaction product. The product is: [F:1][C:2]([F:21])([C:14]1[CH:19]=[CH:18][C:17]([F:20])=[CH:16][N:15]=1)[C:3]1[N:12]=[C:11]([NH:33][C:30]2[CH:29]=[C:28]([CH3:27])[NH:32][N:31]=2)[C:10]2[C:5](=[CH:6][CH:7]=[CH:8][CH:9]=2)[N:4]=1. (3) Given the reactants [NH:1]1[C:5]2[CH:6]=[CH:7][C:8]([C:10]([OH:12])=O)=[CH:9][C:4]=2[N:3]=[CH:2]1.[CH3:13][O:14][C:15]1[C:16]([CH3:28])=[CH:17][C:18]2[CH2:19][C@H:20]3[C@@H:25]([C:26]=2[CH:27]=1)[CH2:24][CH2:23][CH2:22][NH:21]3, predict the reaction product. The product is: [NH:1]1[C:5]2[CH:6]=[CH:7][C:8]([C:10]([N:21]3[CH2:22][CH2:23][CH2:24][C@@H:25]4[C:26]5[CH:27]=[C:15]([O:14][CH3:13])[C:16]([CH3:28])=[CH:17][C:18]=5[CH2:19][C@H:20]34)=[O:12])=[CH:9][C:4]=2[N:3]=[CH:2]1.